Task: Predict the product of the given reaction.. Dataset: Forward reaction prediction with 1.9M reactions from USPTO patents (1976-2016) (1) Given the reactants [CH2:1]([NH:8][C:9]1[C:10]2[CH2:30]O[CH2:28][CH2:27][C:11]=2[N:12]=[C:13]([N:15]2[C:23]3[CH:22]=[CH:21][CH:20]=[C:19]([C:24]#[N:25])[C:18]=3[CH:17]=[C:16]2[CH3:26])[N:14]=1)[C:2]1[CH:7]=[CH:6][CH:5]=[CH:4][CH:3]=1.[H-].[Al+3].[Li+].[H-].[H-].[H-].[CH2:37]1COCC1, predict the reaction product. The product is: [NH2:25][CH2:24][C:19]1[CH:20]=[CH:21][CH:22]=[C:23]2[C:18]=1[CH:17]=[C:16]([CH3:26])[N:15]2[C:13]1[N:14]=[C:9]([NH:8][CH2:1][C:2]2[CH:7]=[CH:6][CH:5]=[CH:4][CH:3]=2)[C:10]2[CH2:30][CH2:37][CH2:28][CH2:27][C:11]=2[N:12]=1. (2) Given the reactants [Cl:1][C:2]1[CH:3]=[C:4]([C:18]2[CH:23]=[C:22]([Cl:24])[CH:21]=[CH:20][C:19]=2[O:25][CH2:26]C(O)=O)[CH:5]=[CH:6][C:7]=1[C:8]([N:10]1[C@@H:15](C)[CH2:14][CH2:13]C[C@H]1C)=[O:9].[O:30]1CCCN1, predict the reaction product. The product is: [Cl:1][C:2]1[CH:3]=[C:4]([C:18]2[CH:23]=[C:22]([Cl:24])[CH:21]=[CH:20][C:19]=2[O:25][CH3:26])[CH:5]=[CH:6][C:7]=1[C:8]([N:10]1[CH2:15][CH2:14][CH2:13][O:30]1)=[O:9]. (3) The product is: [Cl:1][C:2]1[CH:7]=[CH:6][C:5]([S:8]([N:11]([CH2:22][C:23]2[CH:24]=[CH:25][C:26]([O:33][CH3:34])=[C:27]([CH:32]=2)[C:28]([O:30][CH3:31])=[O:29])[C@H:12]([C:15]2[CH:16]=[CH:17][CH:18]=[CH:19][CH:20]=2)[CH2:13][OH:14])(=[O:9])=[O:10])=[CH:4][CH:3]=1. Given the reactants [Cl:1][C:2]1[CH:7]=[CH:6][C:5]([S:8]([NH:11][C@H:12]([C:15]2[CH:20]=[CH:19][CH:18]=[CH:17][CH:16]=2)[CH2:13][OH:14])(=[O:10])=[O:9])=[CH:4][CH:3]=1.Br[CH2:22][C:23]1[CH:24]=[CH:25][C:26]([O:33][CH3:34])=[C:27]([CH:32]=1)[C:28]([O:30][CH3:31])=[O:29].C(=O)([O-])[O-].[Cs+].[Cs+].O, predict the reaction product.